This data is from Blood-brain barrier permeability classification from the B3DB database. The task is: Regression/Classification. Given a drug SMILES string, predict its absorption, distribution, metabolism, or excretion properties. Task type varies by dataset: regression for continuous measurements (e.g., permeability, clearance, half-life) or binary classification for categorical outcomes (e.g., BBB penetration, CYP inhibition). Dataset: b3db_classification. (1) The compound is C[C@@H]1C[C@H]2[C@@H]3CCC4=CC(=O)C=C[C@]4(C)[C@@]3(Cl)[C@@H](O)C[C@]2(C)[C@@]1(O)C(=O)CCl. The result is 1 (penetrates BBB). (2) The molecule is C=C[C@@H]1CNCC[C@H]1CCCc1ccnc2ccc(OC)cc12. The result is 1 (penetrates BBB). (3) The drug is CN1c2ccccc2C(c2ccccc2F)=NCC1CNC(=O)c1ccsc1. The result is 1 (penetrates BBB). (4) The compound is O=C(O)c1cn(C2CC2)c2cc(N3CCNCC3)c(F)cc2c1=O. The result is 0 (does not penetrate BBB). (5) The molecule is CO[C@]12CC[C@@]3(C[C@@H]1[C@](C)(O)C(C)(C)C)[C@H]1Cc4ccc(O)c5c4[C@@]3(CCN1CC1CC1)[C@H]2O5. The result is 1 (penetrates BBB). (6) The result is 1 (penetrates BBB). The drug is CCN(CC)C(=O)N[C@H]1C[C@@H]2c3cccc4[nH]cc(c34)C[C@H]2N(C)C1.